This data is from Reaction yield outcomes from USPTO patents with 853,638 reactions. The task is: Predict the reaction yield, written as a fraction of the theoretical maximum amount of product (1.0 means a 100% yield; for example, 0.34 means a 34% yield). (1) The reactants are [C:1]12([NH2:11])[CH2:10][CH:5]3[CH2:6][CH:7]([CH2:9][CH:3]([CH2:4]3)[CH2:2]1)[CH2:8]2.[CH2:12]([O:14][C:15]1[CH:22]=[CH:21][C:18]([CH:19]=O)=[CH:17][CH:16]=1)[CH3:13]. No catalyst specified. The product is [C:1]12([NH:11][CH2:19][C:18]3[CH:21]=[CH:22][C:15]([O:14][CH2:12][CH3:13])=[CH:16][CH:17]=3)[CH2:8][CH:7]3[CH2:6][CH:5]([CH2:4][CH:3]([CH2:9]3)[CH2:2]1)[CH2:10]2. The yield is 0.830. (2) The reactants are [NH2:1][C:2]1[C:18]([F:19])=[CH:17][C:5]([O:6][C:7]2[CH:12]=[CH:11][N:10]=[C:9]([NH:13][C:14](=[O:16])[CH3:15])[N:8]=2)=[C:4]([F:20])[CH:3]=1.[F:21][C:22]1[CH:27]=[CH:26][C:25]([NH:28][C:29]([C:31]2([C:34](O)=[O:35])[CH2:33][CH2:32]2)=[O:30])=[CH:24][CH:23]=1.CN(C(ON1N=NC2C=CC=NC1=2)=[N+](C)C)C.F[P-](F)(F)(F)(F)F.CCN(C(C)C)C(C)C. The catalyst is CN(C=O)C.O. The product is [C:14]([NH:13][C:9]1[N:8]=[C:7]([O:6][C:5]2[C:4]([F:20])=[CH:3][C:2]([NH:1][C:34]([C:31]3([C:29]([NH:28][C:25]4[CH:26]=[CH:27][C:22]([F:21])=[CH:23][CH:24]=4)=[O:30])[CH2:33][CH2:32]3)=[O:35])=[C:18]([F:19])[CH:17]=2)[CH:12]=[CH:11][N:10]=1)(=[O:16])[CH3:15]. The yield is 0.0800. (3) The reactants are [Br:1][C:2]1[N:7]=[C:6]([N+:8]([O-:10])=[O:9])[C:5]([OH:11])=[CH:4][CH:3]=1.C(=O)([O-])[O-].[K+].[K+].Br[CH2:19][C:20]1[CH:25]=[CH:24][CH:23]=[CH:22][CH:21]=1. The catalyst is CN(C)C=O. The product is [CH2:19]([O:11][C:5]1[C:6]([N+:8]([O-:10])=[O:9])=[N:7][C:2]([Br:1])=[CH:3][CH:4]=1)[C:20]1[CH:25]=[CH:24][CH:23]=[CH:22][CH:21]=1. The yield is 0.838. (4) The reactants are [Cl:1][C:2]1[CH:3]=[C:4]2[C:8](=[C:9]([N+:11]([O-:13])=[O:12])[CH:10]=1)[NH:7][C:6]([CH2:14]O)=[CH:5]2.N1C=CN=C1.C1(P(C2C=CC=CC=2)C2C=CC=CC=2)C=CC=CC=1.[I:40]I. The catalyst is C1COCC1. The product is [Cl:1][C:2]1[CH:3]=[C:4]2[C:8](=[C:9]([N+:11]([O-:13])=[O:12])[CH:10]=1)[NH:7][C:6]([CH2:14][I:40])=[CH:5]2. The yield is 0.660. (5) The reactants are [F:1][C:2]([C:8]1[CH:13]=[CH:12][CH:11]=[C:10]([N+:14]([O-])=O)[CH:9]=1)([CH3:7])[C:3]([O:5][CH3:6])=[O:4].CO. The catalyst is C([O-])(O)=O.[Na+].[Fe]. The product is [NH2:14][C:10]1[CH:9]=[C:8]([C:2]([F:1])([CH3:7])[C:3]([O:5][CH3:6])=[O:4])[CH:13]=[CH:12][CH:11]=1. The yield is 0.910. (6) The reactants are Cl.[NH2:2][OH:3].[N:4]1([CH2:10][CH2:11][CH2:12][NH:13][C:14]2[C:26]3[C:25]4[C:20](=[CH:21][C:22]([C:27]([O:29][CH3:30])=[O:28])=[CH:23][CH:24]=4)[NH:19][C:18]=3[N:17]=[C:16]([CH2:31][C:32]3[CH:37]=[CH:36][CH:35]=[C:34]([C:38](=O)[C:39]([F:42])([F:41])[F:40])[CH:33]=3)[N:15]=2)[CH2:9][CH2:8][CH2:7][CH2:6][CH2:5]1. The catalyst is CO.N1C=CC=CC=1. The product is [N:4]1([CH2:10][CH2:11][CH2:12][NH:13][C:14]2[C:26]3[C:25]4[C:20](=[CH:21][C:22]([C:27]([O:29][CH3:30])=[O:28])=[CH:23][CH:24]=4)[NH:19][C:18]=3[N:17]=[C:16]([CH2:31][C:32]3[CH:37]=[CH:36][CH:35]=[C:34]([C:38](=[N:2][OH:3])[C:39]([F:40])([F:41])[F:42])[CH:33]=3)[N:15]=2)[CH2:5][CH2:6][CH2:7][CH2:8][CH2:9]1. The yield is 1.00. (7) The reactants are [Cl:1][C:2]1[CH:3]=[C:4]([CH2:9]O)[C:5]([CH3:8])=[N:6][CH:7]=1.C1(P([N:25]=[N+:26]=[N-:27])(C2C=CC=CC=2)=O)C=CC=CC=1.N12CCCN=C1CCCCC2. The catalyst is C1(C)C=CC=CC=1. The product is [N:25]([CH2:9][C:4]1[C:5]([CH3:8])=[N:6][CH:7]=[C:2]([Cl:1])[CH:3]=1)=[N+:26]=[N-:27]. The yield is 1.00. (8) The reactants are C(N(CC)CC)C.[NH2:8][C:9]1[CH:14]=[CH:13][CH:12]=[CH:11][C:10]=1[OH:15].[C:16](=O)(OC(Cl)(Cl)Cl)[O:17]C(Cl)(Cl)Cl. The catalyst is C(Cl)Cl. The product is [O:15]1[C:10]2[CH:11]=[CH:12][CH:13]=[CH:14][C:9]=2[NH:8][C:16]1=[O:17]. The yield is 0.480. (9) The reactants are C(N)(C)C.C([Li])CCC.[Li+].CC([N-]C(C)C)C.[CH3:18][O:19][C:20]([CH:22]1[CH2:27][CH2:26][N:25]([C:28]([O:30][C:31]([CH3:34])([CH3:33])[CH3:32])=[O:29])[CH2:24][CH2:23]1)=[O:21].[Cl:35][C:36]1[CH:43]=[CH:42][C:39]([CH2:40]Cl)=[CH:38][CH:37]=1.[Cl-].[NH4+]. The catalyst is C1COCC1.CN(P(N(C)C)(N(C)C)=O)C. The product is [CH3:18][O:19][C:20]([C:22]1([CH2:40][C:39]2[CH:42]=[CH:43][C:36]([Cl:35])=[CH:37][CH:38]=2)[CH2:23][CH2:24][N:25]([C:28]([O:30][C:31]([CH3:34])([CH3:33])[CH3:32])=[O:29])[CH2:26][CH2:27]1)=[O:21]. The yield is 0.340. (10) The reactants are [CH3:1][O:2][N:3]=[CH:4][C:5]1[CH:10]=[CH:9][C:8]([F:11])=[CH:7][C:6]=1[S:12][CH3:13].FC(F)(F)C(O)=O.C([SiH](CC)CC)C.[ClH:28].CCOCC. The catalyst is C(Cl)Cl.CCOCC. The product is [ClH:28].[F:11][C:8]1[CH:9]=[CH:10][C:5]([CH2:4][NH:3][O:2][CH3:1])=[C:6]([S:12][CH3:13])[CH:7]=1. The yield is 0.930.